Predict the product of the given reaction. From a dataset of Forward reaction prediction with 1.9M reactions from USPTO patents (1976-2016). (1) Given the reactants [CH3:1][C:2]1[C:10]([S:11][CH3:12])=[C:9]([C:13]([F:19])([F:18])[C:14]([F:17])([F:16])[F:15])[CH:8]=[CH:7][C:3]=1[C:4]([OH:6])=[O:5].C(Cl)(=O)C(Cl)=O.[CH:26]12[CH2:33][CH:30]([CH2:31][CH2:32]1)[C:29](=[O:34])[CH2:28][C:27]2=O.C(N(CC)CC)C.Cl, predict the reaction product. The product is: [CH3:1][C:2]1[C:10]([S:11][CH3:12])=[C:9]([C:13]([F:19])([F:18])[C:14]([F:16])([F:15])[F:17])[CH:8]=[CH:7][C:3]=1[C:4]([O:6][C:27]1[CH:26]2[CH2:33][CH:30]([C:29](=[O:34])[CH:28]=1)[CH2:31][CH2:32]2)=[O:5]. (2) Given the reactants F[C:2]1[CH:3]=[C:4]([CH2:8][NH2:9])[CH:5]=[N:6][CH:7]=1.N1C=CC=C(CN)C=1.[CH3:18][C:19]1[N:20]=[C:21]([N:27]2[CH2:31][CH2:30][N:29]([CH2:32][CH2:33][CH2:34][C:35]([F:38])([F:37])[F:36])[C:28]2=[O:39])[S:22][C:23]=1[C:24](O)=[O:25], predict the reaction product. The product is: [CH3:18][C:19]1[N:20]=[C:21]([N:27]2[CH2:31][CH2:30][N:29]([CH2:32][CH2:33][CH2:34][C:35]([F:36])([F:37])[F:38])[C:28]2=[O:39])[S:22][C:23]=1[C:24]([NH:9][CH2:8][C:4]1[CH:5]=[N:6][CH:7]=[CH:2][CH:3]=1)=[O:25]. (3) The product is: [CH3:83][O:84][C:11]([CH:10]1[CH2:16][CH:14]([C:13]([OH:17])=[O:12])[CH2:15][N:8]([C:6]([O:5][C:1]([CH3:4])([CH3:3])[CH3:2])=[O:7])[CH2:9]1)=[O:18]. Given the reactants [C:1]([O:5][C:6]([N:8]1[CH2:15][CH:14]2[CH2:16][CH:10]([C:11](=[O:18])[O:12][C:13]2=[O:17])[CH2:9]1)=[O:7])([CH3:4])([CH3:3])[CH3:2].CC[C@H]1[C@@H]2C[C@H]([C@@H](OC3C=CC(O[C@@H](C4C=CN=C5C=4C=C(OC)C=C5)[C@@H]4N5C[C@@H](CC)[C@@H](CC5)C4)=C4C(C5C(C(=O)C=34)=CC=CC=5)=O)C3C=CN=C4C=3C=C(OC)C=C4)N(CC2)C1.[CH3:83][OH:84].C(O)(=O)CC(CC(O)=O)(C(O)=O)O, predict the reaction product.